This data is from Forward reaction prediction with 1.9M reactions from USPTO patents (1976-2016). The task is: Predict the product of the given reaction. (1) Given the reactants CON(C)[C:4](=[O:16])[CH2:5][O:6][C:7]([CH3:15])([C:9]1[CH:14]=[CH:13][CH:12]=[CH:11][CH:10]=1)[CH3:8].[H-].[H-].[H-].[H-].[Li+].[Al+3], predict the reaction product. The product is: [CH3:15][C:7]([C:9]1[CH:14]=[CH:13][CH:12]=[CH:11][CH:10]=1)([O:6][CH2:5][CH:4]=[O:16])[CH3:8]. (2) The product is: [ClH:24].[ClH:24].[NH2:17][C@@H:10]([C:11]1[CH:12]=[N:13][CH:14]=[CH:15][CH:16]=1)[CH2:9][OH:8]. Given the reactants [Si]([O:8][CH2:9][C@@H:10]([NH:17][S@](C(C)(C)C)=O)[C:11]1[CH:12]=[N:13][CH:14]=[CH:15][CH:16]=1)(C(C)(C)C)(C)C.[ClH:24], predict the reaction product. (3) The product is: [F:44][C@:16]1([C:14]([NH:13][OH:12])=[O:15])[CH2:20][CH2:19][CH2:18][C@H:17]1[NH:21][S:22]([C:25]1[CH:30]=[CH:29][C:28]([O:31][CH2:32][C:33]2[C:42]3[C:37](=[CH:38][CH:39]=[CH:40][CH:41]=3)[N:36]=[C:35]([CH3:43])[CH:34]=2)=[CH:27][CH:26]=1)(=[O:23])=[O:24]. Given the reactants C([SiH](CC)CC)C.C([O:12][NH:13][C:14]([C@@:16]1([F:44])[CH2:20][CH2:19][CH2:18][C@H:17]1[NH:21][S:22]([C:25]1[CH:30]=[CH:29][C:28]([O:31][CH2:32][C:33]2[C:42]3[C:37](=[CH:38][CH:39]=[CH:40][CH:41]=3)[N:36]=[C:35]([CH3:43])[CH:34]=2)=[CH:27][CH:26]=1)(=[O:24])=[O:23])=[O:15])(C)(C)C, predict the reaction product.